This data is from Reaction yield outcomes from USPTO patents with 853,638 reactions. The task is: Predict the reaction yield, written as a fraction of the theoretical maximum amount of product (1.0 means a 100% yield; for example, 0.34 means a 34% yield). (1) The reactants are [F:1][C:2]1[CH:10]=[CH:9][C:8]([F:11])=[C:7]2[C:3]=1[CH:4]([CH2:15][C:16]([CH:18]1[CH2:23][CH2:22][CH:21]([OH:24])[CH2:20][CH2:19]1)=[O:17])[N:5]1[CH:14]=[N:13][CH:12]=[C:6]12.[C:25](OC(=O)C)(=[O:27])[CH3:26]. The catalyst is C(Cl)Cl.CN(C)C1C=CN=CC=1. The product is [C:25]([O:24][CH:21]1[CH2:22][CH2:23][CH:18]([C:16](=[O:17])[CH2:15][CH:4]2[C:3]3[C:7](=[C:8]([F:11])[CH:9]=[CH:10][C:2]=3[F:1])[C:6]3=[CH:12][N:13]=[CH:14][N:5]23)[CH2:19][CH2:20]1)(=[O:27])[CH3:26]. The yield is 0.900. (2) The yield is 0.850. The reactants are [F:1][C:2]([F:15])([F:14])[C:3]1[CH:4]=[C:5]([N+:11]([O-:13])=[O:12])[CH:6]=[C:7]([CH:10]=1)[CH2:8]O.P(Br)(Br)[Br:17]. The catalyst is C1(C)C=CC=CC=1. The product is [F:1][C:2]([F:15])([F:14])[C:3]1[CH:4]=[C:5]([N+:11]([O-:13])=[O:12])[CH:6]=[C:7]([CH:10]=1)[CH2:8][Br:17]. (3) The reactants are [OH:1][CH:2]([C:10]1[CH:15]=[C:14]([I:16])[N:13]([CH2:17][C:18]#[CH:19])[C:12](=[O:20])[C:11]=1[CH3:21])[CH2:3][C:4]1[CH:9]=[CH:8][CH:7]=[CH:6][CH:5]=1.CCN(CC)CC.Br[Si:30]([CH2:37][CH2:38][C:39]([F:63])([F:62])[C:40]([F:61])([F:60])[C:41]([F:59])([F:58])[C:42]([F:57])([F:56])[C:43]([F:55])([F:54])[C:44]([F:53])([F:52])[C:45]([F:51])([F:50])[C:46]([F:49])([F:48])[F:47])([CH:34]([CH3:36])[CH3:35])[CH:31]([CH3:33])[CH3:32]. The catalyst is C(Cl)Cl.CN(C)C1C=CN=CC=1. The product is [F:63][C:39]([F:62])([C:40]([F:60])([F:61])[C:41]([F:58])([F:59])[C:42]([F:56])([F:57])[C:43]([F:54])([F:55])[C:44]([F:52])([F:53])[C:45]([F:50])([F:51])[C:46]([F:47])([F:48])[F:49])[CH2:38][CH2:37][Si:30]([CH:34]([CH3:36])[CH3:35])([CH:31]([CH3:33])[CH3:32])[O:1][CH:2]([C:10]1[CH:15]=[C:14]([I:16])[N:13]([CH2:17][C:18]#[CH:19])[C:12](=[O:20])[C:11]=1[CH3:21])[CH2:3][C:4]1[CH:9]=[CH:8][CH:7]=[CH:6][CH:5]=1. The yield is 0.700. (4) The reactants are C[O:2][C:3]1[C:8]2[NH:9][C:10]([C:12]3[S:13][CH:14]=[CH:15][CH:16]=3)=[N:11][C:7]=2[C:6]([C:17]([NH:19][CH:20]2[CH2:25][CH2:24][N:23](C(OC(C)(C)C)=O)[CH2:22][CH2:21]2)=[O:18])=[CH:5][CH:4]=1.B(Br)(Br)Br. No catalyst specified. The product is [OH:2][C:3]1[C:8]2[NH:9][C:10]([C:12]3[S:13][CH:14]=[CH:15][CH:16]=3)=[N:11][C:7]=2[C:6]([C:17]([NH:19][CH:20]2[CH2:25][CH2:24][NH:23][CH2:22][CH2:21]2)=[O:18])=[CH:5][CH:4]=1. The yield is 0.420.